Task: Predict the reactants needed to synthesize the given product.. Dataset: Retrosynthesis with 50K atom-mapped reactions and 10 reaction types from USPTO Given the product CCC(COCCBr)C(=O)OC, predict the reactants needed to synthesize it. The reactants are: CCC(=COCCBr)C(=O)OC.